From a dataset of Full USPTO retrosynthesis dataset with 1.9M reactions from patents (1976-2016). Predict the reactants needed to synthesize the given product. Given the product [NH2:1][CH:2]1[CH2:6][C:7]2[C:8](=[CH:9][C:10]([Cl:13])=[CH:11][CH:12]=2)[NH:14][C:3]1=[O:4], predict the reactants needed to synthesize it. The reactants are: [NH2:1][CH:2]([CH2:6][C:7]1[CH:12]=[CH:11][C:10]([Cl:13])=[CH:9][C:8]=1[N+:14]([O-])=O)[C:3](O)=[O:4].